The task is: Predict the reaction yield, written as a fraction of the theoretical maximum amount of product (1.0 means a 100% yield; for example, 0.34 means a 34% yield).. This data is from Reaction yield outcomes from USPTO patents with 853,638 reactions. (1) The reactants are Cl[C:2]1[C:7]2[C:8](=[O:22])[N:9]([CH2:11][C:12]3[CH:17]=[CH:16][C:15]([O:18][CH3:19])=[CH:14][C:13]=3[O:20][CH3:21])[CH2:10][C:6]=2[C:5]([F:23])=[C:4]([NH:24][C@@H:25]2[CH2:30][CH2:29][CH2:28][CH2:27][C@@H:26]2[NH:31][C:32](=[O:38])[O:33][C:34]([CH3:37])([CH3:36])[CH3:35])[N:3]=1.CC1(C)C(C)(C)OB([C:47]2[CH:48]=[N:49][N:50]3[CH:55]=[CH:54][CH:53]=[CH:52][C:51]=23)O1.C(=O)([O-])[O-].[Na+].[Na+]. The catalyst is COCCOC.O.C1C=CC([P]([Pd]([P](C2C=CC=CC=2)(C2C=CC=CC=2)C2C=CC=CC=2)([P](C2C=CC=CC=2)(C2C=CC=CC=2)C2C=CC=CC=2)[P](C2C=CC=CC=2)(C2C=CC=CC=2)C2C=CC=CC=2)(C2C=CC=CC=2)C2C=CC=CC=2)=CC=1. The product is [CH3:21][O:20][C:13]1[CH:14]=[C:15]([O:18][CH3:19])[CH:16]=[CH:17][C:12]=1[CH2:11][N:9]1[CH2:10][C:6]2[C:5]([F:23])=[C:4]([NH:24][C@@H:25]3[CH2:30][CH2:29][CH2:28][CH2:27][C@@H:26]3[NH:31][C:32](=[O:38])[O:33][C:34]([CH3:37])([CH3:36])[CH3:35])[N:3]=[C:2]([C:47]3[CH:48]=[N:49][N:50]4[CH:55]=[CH:54][CH:53]=[CH:52][C:51]=34)[C:7]=2[C:8]1=[O:22]. The yield is 0.461. (2) The catalyst is C(Cl)Cl. The yield is 0.650. The reactants are [C:1]([O:5][C:6]([N:8]1[CH2:13][CH:12]=[C:11]([C:14]2[CH:19]=[CH:18][C:17]([Cl:20])=[CH:16][CH:15]=2)[CH2:10][CH2:9]1)=[O:7])([CH3:4])([CH3:3])[CH3:2].ClC1C=CC=C(C(OO)=[O:29])C=1. The product is [C:1]([O:5][C:6]([N:8]1[CH2:9][CH2:10][C:11]2([C:14]3[CH:19]=[CH:18][C:17]([Cl:20])=[CH:16][CH:15]=3)[CH:12]([O:29]2)[CH2:13]1)=[O:7])([CH3:4])([CH3:2])[CH3:3]. (3) The reactants are [F:1][C:2]1[CH:7]=[CH:6][C:5]([C:8]2[S:12][C:11]([CH:13]3[CH2:18][CH2:17][NH:16][CH2:15][CH2:14]3)=[N:10][C:9]=2[C:19]2[CH:24]=[CH:23][C:22]([O:25][CH3:26])=[CH:21][CH:20]=2)=[CH:4][CH:3]=1.ClC(Cl)(O[C:31](=[O:37])OC(Cl)(Cl)Cl)Cl.C(N(CC)CC)C.Cl.[CH3:47][NH:48][OH:49]. The catalyst is O1CCCC1. The product is [F:1][C:2]1[CH:7]=[CH:6][C:5]([C:8]2[S:12][C:11]([CH:13]3[CH2:14][CH2:15][N:16]([C:31](=[O:37])[N:48]([OH:49])[CH3:47])[CH2:17][CH2:18]3)=[N:10][C:9]=2[C:19]2[CH:20]=[CH:21][C:22]([O:25][CH3:26])=[CH:23][CH:24]=2)=[CH:4][CH:3]=1. The yield is 0.870.